The task is: Predict the product of the given reaction.. This data is from Forward reaction prediction with 1.9M reactions from USPTO patents (1976-2016). (1) Given the reactants [CH3:1][C:2]1[C:6]([C:7]2[CH:8]=[C:9]3[C:13](=[CH:14][CH:15]=2)[NH:12][C:11](=[O:16])[C:10]3([CH2:23][C:24](OC)=[O:25])[C:17]2[CH:22]=[CH:21][CH:20]=[CH:19][CH:18]=2)=[C:5]([CH3:28])[O:4][N:3]=1.[BH4-].[Na+], predict the reaction product. The product is: [CH3:1][C:2]1[C:6]([C:7]2[CH:8]=[C:9]3[C:13](=[CH:14][CH:15]=2)[NH:12][C:11](=[O:16])[C:10]3([CH2:23][CH2:24][OH:25])[C:17]2[CH:22]=[CH:21][CH:20]=[CH:19][CH:18]=2)=[C:5]([CH3:28])[O:4][N:3]=1. (2) The product is: [C:1]([O:5][C:6]([N:8]1[CH2:9][CH2:10][CH:11]([C:14]2[N:15]=[C:16]([NH2:28])[C:17]3[N:18]([N:20]=[C:21]([C:23]4[O:24][CH:25]=[CH:26][CH:27]=4)[N:22]=3)[CH:19]=2)[CH2:12][CH2:13]1)=[O:7])([CH3:4])([CH3:2])[CH3:3]. Given the reactants [C:1]([O:5][C:6]([N:8]1[CH2:13][CH:12]=[C:11]([C:14]2[N:15]=[C:16]([NH2:28])[C:17]3[N:18]([N:20]=[C:21]([C:23]4[O:24][CH:25]=[CH:26][CH:27]=4)[N:22]=3)[CH:19]=2)[CH2:10][CH2:9]1)=[O:7])([CH3:4])([CH3:3])[CH3:2], predict the reaction product.